From a dataset of Reaction yield outcomes from USPTO patents with 853,638 reactions. Predict the reaction yield, written as a fraction of the theoretical maximum amount of product (1.0 means a 100% yield; for example, 0.34 means a 34% yield). (1) The yield is 0.900. The product is [F:1][C:2]([F:7])([F:6])[C:3]([OH:5])=[O:4].[CH2:34]([O:33][C:20]1[CH:21]=[C:22]([O:25][CH2:26][C:27]2[CH:32]=[CH:31][CH:30]=[CH:29][CH:28]=2)[CH:23]=[CH:24][C:19]=1[CH:17]1[CH2:18][NH:15][CH2:16]1)[C:35]1[CH:40]=[CH:39][CH:38]=[CH:37][CH:36]=1. The reactants are [F:1][C:2]([F:7])([F:6])[C:3]([OH:5])=[O:4].C(OC([N:15]1[CH2:18][CH:17]([C:19]2[CH:24]=[CH:23][C:22]([O:25][CH2:26][C:27]3[CH:32]=[CH:31][CH:30]=[CH:29][CH:28]=3)=[CH:21][C:20]=2[O:33][CH2:34][C:35]2[CH:40]=[CH:39][CH:38]=[CH:37][CH:36]=2)[CH2:16]1)=O)(C)(C)C. The catalyst is ClCCl. (2) The reactants are [H-].[Na+].[CH2:3]([N:10]([CH2:18][CH2:19][N:20]1[C:29]2[C:24]([C:25](=[O:31])[NH:26][C:27](=[O:30])[N:28]=2)=[N:23][C:22]2[CH:32]=[C:33]([CH3:37])[C:34](Cl)=[CH:35][C:21]1=2)[C:11](=[O:17])[O:12][C:13]([CH3:16])([CH3:15])[CH3:14])[C:4]1[CH:9]=[CH:8][CH:7]=[CH:6][CH:5]=1.[CH:38]1([OH:43])[CH2:42][CH2:41][CH2:40][CH2:39]1. No catalyst specified. The product is [CH2:3]([N:10]([CH2:18][CH2:19][N:20]1[C:29]2[C:24]([C:25](=[O:31])[NH:26][C:27](=[O:30])[N:28]=2)=[N:23][C:22]2[CH:32]=[C:33]([CH3:37])[C:34]([O:43][CH:38]3[CH2:42][CH2:41][CH2:40][CH2:39]3)=[CH:35][C:21]1=2)[C:11](=[O:17])[O:12][C:13]([CH3:16])([CH3:15])[CH3:14])[C:4]1[CH:9]=[CH:8][CH:7]=[CH:6][CH:5]=1. The yield is 0.260.